From a dataset of Catalyst prediction with 721,799 reactions and 888 catalyst types from USPTO. Predict which catalyst facilitates the given reaction. (1) Reactant: [N:1]([C:4]1[CH:23]=[CH:22][C:7]([C:8]([N:10]2[CH2:15][CH2:14][CH2:13][CH:12]([CH2:16][N:17]3[CH2:21][CH2:20][CH2:19][CH2:18]3)[CH2:11]2)=[O:9])=[CH:6][CH:5]=1)=[N+:2]=[N-:3].[C:24]([C:26]1[C:34]2[C:29](=[CH:30][CH:31]=[CH:32][CH:33]=2)[NH:28][N:27]=1)#[CH:25]. Product: [N:17]1([CH2:16][CH:12]2[CH2:13][CH2:14][CH2:15][N:10]([C:8]([C:7]3[CH:6]=[CH:5][C:4]([N:1]4[CH:25]=[C:24]([C:26]5[C:34]6[C:29](=[CH:30][CH:31]=[CH:32][CH:33]=6)[NH:28][N:27]=5)[N:3]=[N:2]4)=[CH:23][CH:22]=3)=[O:9])[CH2:11]2)[CH2:21][CH2:20][CH2:19][CH2:18]1. The catalyst class is: 2. (2) The catalyst class is: 1. Product: [CH2:24]([O:21][CH2:20][C:15]12[CH2:14][CH2:13][CH:12]([CH2:19][CH2:18]1)[N:11]([CH2:10][CH2:9][S:6]([NH:5][C:1]([CH3:4])([CH3:3])[CH3:2])(=[O:7])=[O:8])[C:16]2=[O:17])[C:25]1[CH:30]=[CH:29][CH:28]=[CH:27][CH:26]=1. Reactant: [C:1]([NH:5][S:6]([CH2:9][CH2:10][N:11]1[C:16](=[O:17])[C:15]2([CH2:20][OH:21])[CH2:18][CH2:19][CH:12]1[CH2:13][CH2:14]2)(=[O:8])=[O:7])([CH3:4])([CH3:3])[CH3:2].[H-].[Na+].[CH2:24](Br)[C:25]1[CH:30]=[CH:29][CH:28]=[CH:27][CH:26]=1.Cl.